This data is from Reaction yield outcomes from USPTO patents with 853,638 reactions. The task is: Predict the reaction yield, written as a fraction of the theoretical maximum amount of product (1.0 means a 100% yield; for example, 0.34 means a 34% yield). (1) The reactants are [N:1]1[CH:6]=[CH:5][CH:4]=[CH:3][C:2]=1[C:7]1[CH:8]=[N:9][C:10]([N:13]2[CH2:18][CH2:17][N:16](C(OC(C)(C)C)=O)[CH2:15][CH2:14]2)=[N:11][CH:12]=1.FC(F)(F)C(O)=O.C(N(CC)CC)C.[CH3:40][S:41](Cl)(=[O:43])=[O:42]. The catalyst is C(Cl)Cl.C(O)C. The product is [CH3:40][S:41]([N:16]1[CH2:17][CH2:18][N:13]([C:10]2[N:9]=[CH:8][C:7]([C:2]3[CH:3]=[CH:4][CH:5]=[CH:6][N:1]=3)=[CH:12][N:11]=2)[CH2:14][CH2:15]1)(=[O:43])=[O:42]. The yield is 0.470. (2) The reactants are [CH:1]1([CH:6]([NH:18][C:19]2[CH:24]=[CH:23][C:22]([C:25]([N:27]([CH3:35])[CH2:28][CH2:29][C:30]([O:32]CC)=[O:31])=[O:26])=[CH:21][CH:20]=2)[C:7]2[O:8][C:9]3[CH:16]=[CH:15][C:14]([F:17])=[CH:13][C:10]=3[C:11]=2[CH3:12])[CH2:5][CH2:4][CH2:3][CH2:2]1.[OH-].[Na+]. The catalyst is CCCCCC.C(O)C.C(O)C.O1CCCC1. The product is [CH:1]1([CH:6]([NH:18][C:19]2[CH:20]=[CH:21][C:22]([C:25]([N:27]([CH3:35])[CH2:28][CH2:29][C:30]([OH:32])=[O:31])=[O:26])=[CH:23][CH:24]=2)[C:7]2[O:8][C:9]3[CH:16]=[CH:15][C:14]([F:17])=[CH:13][C:10]=3[C:11]=2[CH3:12])[CH2:5][CH2:4][CH2:3][CH2:2]1. The yield is 0.980. (3) The reactants are [Cl:1][C:2]1[CH:7]=[CH:6][C:5]([C:8]2[N:9]([CH2:23][C@H:24]([OH:29])[C:25]([F:28])([F:27])[F:26])[C:10](=[O:22])[N:11]([CH2:13][C:14]3[N:18]=[C:17]([CH:19]([OH:21])[CH3:20])[NH:16][N:15]=3)[N:12]=2)=[CH:4][CH:3]=1.[F:30][CH:31]([F:41])[C:32]1[CH:33]=[C:34](B(O)O)[CH:35]=[CH:36][CH:37]=1. The catalyst is N1C=CC=CC=1.C([O-])(=O)C.[Cu+2].C([O-])(=O)C. The product is [Cl:1][C:2]1[CH:3]=[CH:4][C:5]([C:8]2[N:9]([CH2:23][C@H:24]([OH:29])[C:25]([F:26])([F:28])[F:27])[C:10](=[O:22])[N:11]([CH2:13][C:14]3[N:18]=[C:17]([CH:19]([OH:21])[CH3:20])[N:16]([C:36]4[CH:35]=[CH:34][CH:33]=[C:32]([CH:31]([F:41])[F:30])[CH:37]=4)[N:15]=3)[N:12]=2)=[CH:6][CH:7]=1. The yield is 0.113. (4) The reactants are C([O:3][C:4](=[O:34])[C:5]1[CH:10]=[CH:9][CH:8]=[C:7]([N:11]2[C:15]([CH3:16])=[CH:14][CH:13]=[C:12]2[C:17]2[CH:22]=[C:21]([Br:23])[CH:20]=[CH:19][C:18]=2[O:24][CH2:25][C:26]2[CH:31]=[CH:30][C:29]([Cl:32])=[C:28]([Cl:33])[CH:27]=2)[CH:6]=1)C.[OH-].[Na+]. The catalyst is CCO. The product is [Br:23][C:21]1[CH:20]=[CH:19][C:18]([O:24][CH2:25][C:26]2[CH:31]=[CH:30][C:29]([Cl:32])=[C:28]([Cl:33])[CH:27]=2)=[C:17]([C:12]2[N:11]([C:7]3[CH:6]=[C:5]([CH:10]=[CH:9][CH:8]=3)[C:4]([OH:34])=[O:3])[C:15]([CH3:16])=[CH:14][CH:13]=2)[CH:22]=1. The yield is 0.910. (5) The reactants are Br[C:2]1[C:3]([F:17])=[CH:4][C:5]2[S:9][C:8]([NH:10][C:11]([NH:13][CH2:14][CH3:15])=[O:12])=[N:7][C:6]=2[CH:16]=1.[O:18]=[C:19]1[CH:24]=[C:23](B2OC(C)(C)C(C)(C)O2)[CH:22]=[CH:21][N:20]1[CH:34]1[CH2:38][CH2:37][N:36]([C:39]([O:41][C:42]([CH3:45])([CH3:44])[CH3:43])=[O:40])[CH2:35]1.[O-]P([O-])([O-])=O.[K+].[K+].[K+]. The catalyst is CN(C=O)C.O.Cl[Pd](Cl)([P](C1C=CC=CC=1)(C1C=CC=CC=1)C1C=CC=CC=1)[P](C1C=CC=CC=1)(C1C=CC=CC=1)C1C=CC=CC=1. The product is [CH2:14]([NH:13][C:11](=[O:12])[NH:10][C:8]1[S:9][C:5]2[CH:4]=[C:3]([F:17])[C:2]([C:23]3[CH:22]=[CH:21][N:20]([CH:34]4[CH2:38][CH2:37][N:36]([C:39]([O:41][C:42]([CH3:44])([CH3:43])[CH3:45])=[O:40])[CH2:35]4)[C:19](=[O:18])[CH:24]=3)=[CH:16][C:6]=2[N:7]=1)[CH3:15]. The yield is 0.360. (6) The reactants are [OH:1][CH2:2][C@H:3]1[NH:7][C:6](=[O:8])[CH2:5][CH2:4]1.[C:9]([Si:13](Cl)([C:20]1[CH:25]=[CH:24][CH:23]=[CH:22][CH:21]=1)[C:14]1[CH:19]=[CH:18][CH:17]=[CH:16][CH:15]=1)([CH3:12])([CH3:11])[CH3:10].CCN(CC)CC.N1CCCC1=O. The catalyst is C(Cl)Cl.CN(C1C=CN=CC=1)C. The product is [Si:13]([O:1][CH2:2][C@H:3]1[NH:7][C:6](=[O:8])[CH2:5][CH2:4]1)([C:9]([CH3:12])([CH3:11])[CH3:10])([C:20]1[CH:21]=[CH:22][CH:23]=[CH:24][CH:25]=1)[C:14]1[CH:19]=[CH:18][CH:17]=[CH:16][CH:15]=1. The yield is 0.740. (7) The reactants are Cl[C:2]([O:4][C:5]1[CH:10]=[CH:9][C:8]([O:11][C:12]2[CH:17]=[CH:16][C:15]([C:18]([F:21])([F:20])[F:19])=[CH:14][N:13]=2)=[CH:7][CH:6]=1)=[O:3].[CH3:22][O:23][C:24]1[CH:29]=[C:28]([O:30][CH3:31])[CH:27]=[CH:26][C:25]=1[N:32]1[CH2:37][CH2:36][NH:35][CH2:34][CH2:33]1. No catalyst specified. The product is [F:19][C:18]([F:21])([F:20])[C:15]1[CH:16]=[CH:17][C:12]([O:11][C:8]2[CH:9]=[CH:10][C:5]([O:4][C:2]([N:35]3[CH2:34][CH2:33][N:32]([C:25]4[CH:26]=[CH:27][C:28]([O:30][CH3:31])=[CH:29][C:24]=4[O:23][CH3:22])[CH2:37][CH2:36]3)=[O:3])=[CH:6][CH:7]=2)=[N:13][CH:14]=1. The yield is 0.690. (8) The reactants are [Cl:1][C:2]1[CH:3]=[C:4]2[C:8](=[C:9]([NH:11][CH:12]3[CH2:17][CH2:16][O:15][CH2:14][CH2:13]3)[CH:10]=1)[NH:7][C:6]([C:18]1[S:19][CH2:20][C@@H:21]([CH2:23][CH2:24]O)[N:22]=1)=[CH:5]2.N1C=CN=C1.C1(P(C2C=CC=CC=2)C2C=CC=CC=2)C=CC=CC=1.[I:50]I. The catalyst is O1CCCC1.C(OCC)(=O)C. The product is [Cl:1][C:2]1[CH:3]=[C:4]2[C:8](=[C:9]([NH:11][CH:12]3[CH2:17][CH2:16][O:15][CH2:14][CH2:13]3)[CH:10]=1)[NH:7][C:6]([C:18]1[S:19][CH2:20][C@@H:21]([CH2:23][CH2:24][I:50])[N:22]=1)=[CH:5]2. The yield is 0.400. (9) The reactants are N1C=NN=N1.[CH2:6]([O:8][C:9]1[CH:10]=[C:11]([C:15]2[CH:20]=[C:19]([C:21]([CH3:24])([CH3:23])[CH3:22])[C:18]([OH:25])=[CH:17][C:16]=2[NH:26][C:27]([C:29]2[C:38](=[O:39])[C:37]3[C:32](=[CH:33][CH:34]=[CH:35][CH:36]=3)[NH:31][CH:30]=2)=[O:28])[CH:12]=[CH:13][CH:14]=1)[CH3:7].C(N(C(C)C)[P:44]([O:53][CH2:54][C:55]1[CH:60]=[CH:59][CH:58]=[CH:57][CH:56]=1)[O:45][CH2:46][C:47]1[CH:52]=[CH:51][CH:50]=[CH:49][CH:48]=1)(C)C.C([O:68]O)(C)(C)C. The catalyst is ClCCl. The product is [C:21]([C:19]1[C:18]([O:25][P:44](=[O:68])([O:45][CH2:46][C:47]2[CH:48]=[CH:49][CH:50]=[CH:51][CH:52]=2)[O:53][CH2:54][C:55]2[CH:56]=[CH:57][CH:58]=[CH:59][CH:60]=2)=[CH:17][C:16]([NH:26][C:27]([C:29]2[C:38](=[O:39])[C:37]3[C:32](=[CH:33][CH:34]=[CH:35][CH:36]=3)[NH:31][CH:30]=2)=[O:28])=[C:15]([C:11]2[CH:12]=[CH:13][CH:14]=[C:9]([O:8][CH2:6][CH3:7])[CH:10]=2)[CH:20]=1)([CH3:24])([CH3:23])[CH3:22]. The yield is 0.830. (10) The catalyst is ClCCl. The yield is 0.660. The reactants are [CH2:1]([O:3][C:4]1[CH:9]=[CH:8][C:7]([S:10](Cl)(=[O:12])=[O:11])=[CH:6][C:5]=1[C:14]1[NH:19][C:18](=[O:20])[C:17]2=[C:21]([CH3:27])[N:22]=[C:23]([CH2:24][CH2:25][CH3:26])[N:16]2[N:15]=1)[CH3:2].[CH2:28]([N:30]1[CH2:35][CH2:34][NH:33][CH2:32][CH2:31]1)[CH3:29]. The product is [CH2:1]([O:3][C:4]1[CH:9]=[CH:8][C:7]([S:10]([N:33]2[CH2:34][CH2:35][N:30]([CH2:28][CH3:29])[CH2:31][CH2:32]2)(=[O:12])=[O:11])=[CH:6][C:5]=1[C:14]1[NH:19][C:18](=[O:20])[C:17]2=[C:21]([CH3:27])[N:22]=[C:23]([CH2:24][CH2:25][CH3:26])[N:16]2[N:15]=1)[CH3:2].